From a dataset of Full USPTO retrosynthesis dataset with 1.9M reactions from patents (1976-2016). Predict the reactants needed to synthesize the given product. (1) Given the product [CH3:49][O:50][CH:51]1[CH2:52][CH2:5][N:4]([C:7]2[CH:12]=[CH:11][C:10]([NH:13][C:14]([C:16]3[CH:17]=[C:18]([CH:26]=[CH:27][CH:28]=3)[CH2:19][S:20][CH2:21][CH2:22][C:23]([OH:25])=[O:24])=[O:15])=[C:9]([C:29]3[CH:34]=[C:33]([C:35](=[O:48])[NH:36][CH2:37][C:38]4[CH:43]=[CH:42][CH:41]=[C:40]([C:44]([F:45])([F:46])[F:47])[CH:39]=4)[CH:32]=[CH:31][N:30]=3)[CH:8]=2)[CH2:3][CH2:2]1, predict the reactants needed to synthesize it. The reactants are: O1C[CH2:5][N:4]([C:7]2[CH:12]=[CH:11][C:10]([NH:13][C:14]([C:16]3[CH:17]=[C:18]([CH:26]=[CH:27][CH:28]=3)[CH2:19][S:20][CH2:21][CH2:22][C:23]([OH:25])=[O:24])=[O:15])=[C:9]([C:29]3[CH:34]=[C:33]([C:35](=[O:48])[NH:36][CH2:37][C:38]4[CH:43]=[CH:42][CH:41]=[C:40]([C:44]([F:47])([F:46])[F:45])[CH:39]=4)[CH:32]=[CH:31][N:30]=3)[CH:8]=2)[CH2:3][CH2:2]1.[CH3:49][O:50][CH:51]1CCNC[CH2:52]1. (2) The reactants are: [CH3:1][C:2]1[CH:7]=[CH:6][C:5]2[C:8]([C:10]3[C:15]([C:16](=[O:17])[C:4]=2[CH:3]=1)=[C:14](O)[CH:13]=[CH:12][C:11]=3O)=[O:9].B(O)(O)O.[CH2:24]([OH:26])[CH3:25].[NH2:27][C:28]1[CH:36]=[CH:35][C:31]([CH2:32][CH2:33][OH:34])=[CH:30][CH:29]=1. Given the product [OH:34][CH2:33][CH2:32][C:31]1[CH:35]=[CH:36][C:28]([NH:27][C:11]2[C:10]3[C:8](=[O:9])[C:5]4[C:4](=[CH:3][C:2]([CH3:1])=[CH:7][CH:6]=4)[C:16](=[O:17])[C:15]=3[C:14]([NH:27][C:28]3[CH:36]=[CH:35][C:31]([CH2:25][CH2:24][OH:26])=[CH:30][CH:29]=3)=[CH:13][CH:12]=2)=[CH:29][CH:30]=1, predict the reactants needed to synthesize it. (3) Given the product [CH3:1][C:2]1[CH:6]=[CH:5][O:4][C:3]=1[C:7]([NH:43][C:44]1[CH:45]=[C:46]([CH:63]=[CH:64][CH:65]=1)[O:47][C:48]1[CH:53]=[CH:52][N:51]=[C:50]([C:54]2[NH:58][CH:57]=[C:56]([C:59]([O:61][CH3:62])=[O:60])[CH:55]=2)[CH:49]=1)=[O:9], predict the reactants needed to synthesize it. The reactants are: [CH3:1][C:2]1[CH:6]=[CH:5][O:4][C:3]=1[C:7]([OH:9])=O.CN(C(ON1N=NC2C=CC=NC1=2)=[N+](C)C)C.F[P-](F)(F)(F)(F)F.C(N(CC)C(C)C)(C)C.[NH2:43][C:44]1[CH:45]=[C:46]([CH:63]=[CH:64][CH:65]=1)[O:47][C:48]1[CH:53]=[CH:52][N:51]=[C:50]([C:54]2[NH:58][CH:57]=[C:56]([C:59]([O:61][CH3:62])=[O:60])[CH:55]=2)[CH:49]=1.Cl. (4) Given the product [Cl:1][C:2]1[C:3]([CH2:4][OH:5])=[C:7]([C:11]2[CH:16]=[CH:15][C:14]([Cl:17])=[CH:13][CH:12]=2)[CH:8]=[CH:9][N:10]=1, predict the reactants needed to synthesize it. The reactants are: [Cl:1][C:2]1[N:10]=[CH:9][CH:8]=[C:7]([C:11]2[CH:16]=[CH:15][C:14]([Cl:17])=[CH:13][CH:12]=2)[C:3]=1[C:4](O)=[O:5].S(Cl)(Cl)=O. (5) The reactants are: [C:1]([O:5][C:6]([N:8]1[CH2:12][CH2:11][C@H:10]([C:13](O)=[O:14])[CH2:9]1)=[O:7])([CH3:4])([CH3:3])[CH3:2].O1CCCC1.B.CSC.CO. Given the product [OH:14][CH2:13][C@H:10]1[CH2:11][CH2:12][N:8]([C:6]([O:5][C:1]([CH3:4])([CH3:3])[CH3:2])=[O:7])[CH2:9]1, predict the reactants needed to synthesize it. (6) Given the product [C:33]([OH:35])(=[O:32])/[CH:34]=[CH:3]/[C:23]([OH:25])=[O:26].[OH:24][CH2:30][CH2:31][O:32][CH2:33][CH2:34][N:5]1[CH2:4][CH2:3][N:2]([C:8]2[C:14]3[CH:15]=[CH:16][CH:17]=[CH:18][C:13]=3[S:12][C:11]3[CH:19]=[CH:20][CH:21]=[CH:22][C:10]=3[N:9]=2)[CH2:7][CH2:6]1, predict the reactants needed to synthesize it. The reactants are: Cl.[N:2]1([C:8]2[C:14]3[CH:15]=[CH:16][CH:17]=[CH:18][C:13]=3[S:12][C:11]3[CH:19]=[CH:20][CH:21]=[CH:22][C:10]=3[N:9]=2)[CH2:7][CH2:6][NH:5][CH2:4][CH2:3]1.[C:23](=[O:26])([O-:25])[O-:24].[Na+].[Na+].Cl[CH2:30][CH2:31][O:32][CH:33]([OH:35])[CH3:34].C(O)CC.